Dataset: Full USPTO retrosynthesis dataset with 1.9M reactions from patents (1976-2016). Task: Predict the reactants needed to synthesize the given product. (1) Given the product [C:10]([C:12]1[CH:13]=[C:14]([CH:17]=[CH:18][CH:19]=1)[CH2:15][NH:8][CH2:7][C:6]([O:5][C:1]([CH3:4])([CH3:3])[CH3:2])=[O:9])#[N:11], predict the reactants needed to synthesize it. The reactants are: [C:1]([O:5][C:6](=[O:9])[CH2:7][NH2:8])([CH3:4])([CH3:3])[CH3:2].[C:10]([C:12]1[CH:13]=[C:14]([CH:17]=[CH:18][CH:19]=1)[CH:15]=O)#[N:11].[BH4-].[Na+]. (2) The reactants are: Cl[C:2]1[CH:7]=[C:6]([Cl:8])[N:5]=[CH:4][N:3]=1.[OH-].[Na+].[OH:11][CH:12]1[CH2:15][NH:14][CH2:13]1. Given the product [Cl:8][C:6]1[N:5]=[CH:4][N:3]=[C:2]([N:14]2[CH2:15][CH:12]([OH:11])[CH2:13]2)[CH:7]=1, predict the reactants needed to synthesize it. (3) Given the product [NH2:1][C:2]1[N:3]=[C:5]([NH:4][C:7]2[CH:8]=[CH:9][C:10]([N:13]3[CH2:14][CH2:15][N:16]([CH2:19][CH:20]4[CH2:22][CH2:21]4)[CH2:17][CH2:18]3)=[CH:11][CH:12]=2)[S:6][C:24]=1[C:25]([C:27]1[CH:32]=[CH:31][C:30]([O:33][CH3:34])=[C:29]([F:35])[CH:28]=1)=[O:26], predict the reactants needed to synthesize it. The reactants are: [N:1]#[C:2][NH2:3].[N:4]([C:7]1[CH:12]=[CH:11][C:10]([N:13]2[CH2:18][CH2:17][N:16]([CH2:19][CH:20]3[CH2:22][CH2:21]3)[CH2:15][CH2:14]2)=[CH:9][CH:8]=1)=[C:5]=[S:6].Br[CH2:24][C:25]([C:27]1[CH:32]=[CH:31][C:30]([O:33][CH3:34])=[C:29]([F:35])[CH:28]=1)=[O:26]. (4) Given the product [F:25][C:26]1[CH:31]=[C:30]([CH:29]=[CH:28][C:27]=1[C:2]1[CH:7]=[N:6][C:5]([O:8][CH2:9][CH:10]2[CH2:15][CH2:14][N:13]([CH2:16][C:17]3([C:21]([F:24])([F:23])[F:22])[CH2:20][CH2:19][CH2:18]3)[CH2:12][CH2:11]2)=[CH:4][CH:3]=1)[C:32]([O:34][CH3:35])=[O:33], predict the reactants needed to synthesize it. The reactants are: Br[C:2]1[CH:3]=[CH:4][C:5]([O:8][CH2:9][CH:10]2[CH2:15][CH2:14][N:13]([CH2:16][C:17]3([C:21]([F:24])([F:23])[F:22])[CH2:20][CH2:19][CH2:18]3)[CH2:12][CH2:11]2)=[N:6][CH:7]=1.[F:25][C:26]1[CH:31]=[C:30]([C:32]([O:34][CH3:35])=[O:33])[CH:29]=[CH:28][C:27]=1B(O)O.C([O-])([O-])=O.[Cs+].[Cs+].O1CCOCC1. (5) Given the product [N:25]1[CH:26]=[CH:27][N:28]=[CH:29][C:24]=1[C@@H:22]1[C@H:6]([C:2]2[S:1][CH:5]=[CH:4][N:3]=2)[NH:7][C@:8]([CH2:16][C:17]2[N:18]=[CH:19][S:20][CH:21]=2)([C:9]([O:11][C:12]([CH3:14])([CH3:15])[CH3:13])=[O:10])[CH2:23]1, predict the reactants needed to synthesize it. The reactants are: [S:1]1[CH:5]=[CH:4][N:3]=[C:2]1[CH:6]=[N:7][CH:8]([CH2:16][C:17]1[N:18]=[CH:19][S:20][CH:21]=1)[C:9]([O:11][C:12]([CH3:15])([CH3:14])[CH3:13])=[O:10].[CH:22]([C:24]1[CH:29]=[N:28][CH:27]=[CH:26][N:25]=1)=[CH2:23].[Br-].[Li+].C(N(CC)CC)C.[Cl-].[NH4+].